Dataset: Full USPTO retrosynthesis dataset with 1.9M reactions from patents (1976-2016). Task: Predict the reactants needed to synthesize the given product. (1) Given the product [CH3:9][C:7]1([CH3:10])[C:6]2[CH:11]=[CH:12][C:13]([N+:15]([O-:17])=[O:16])=[CH:14][C:5]=2[NH:4][C:3](=[O:18])[CH:2]([NH:1][C:24]([N:19]2[CH2:23][CH2:22][CH2:21][CH2:20]2)=[O:25])[CH2:8]1, predict the reactants needed to synthesize it. The reactants are: [NH2:1][CH:2]1[CH2:8][C:7]([CH3:10])([CH3:9])[C:6]2[CH:11]=[CH:12][C:13]([N+:15]([O-:17])=[O:16])=[CH:14][C:5]=2[NH:4][C:3]1=[O:18].[N:19]1([C:24](Cl)=[O:25])[CH2:23][CH2:22][CH2:21][CH2:20]1. (2) Given the product [CH2:16]([C:7]1[CH:8]=[C:9]([C:12]([F:13])([F:15])[F:14])[CH:10]=[CH:11][C:6]=1[CH:5]=[CH:4][C:3]([OH:19])=[O:2])[CH2:17][CH3:18], predict the reactants needed to synthesize it. The reactants are: C[O:2][C:3](=[O:19])[CH:4]=[CH:5][C:6]1[CH:11]=[CH:10][C:9]([C:12]([F:15])([F:14])[F:13])=[CH:8][C:7]=1[CH2:16][CH2:17][CH3:18].[Li+].[OH-]. (3) Given the product [Cl:15][C:16]1[CH:22]=[C:21]([C:23]([F:25])([F:26])[F:24])[CH:20]=[CH:19][C:17]=1[NH:18][S:2]([C:5]1[CH:14]=[CH:13][C:8]([C:9]([O:11][CH3:12])=[O:10])=[CH:7][CH:6]=1)(=[O:4])=[O:3], predict the reactants needed to synthesize it. The reactants are: Cl[S:2]([C:5]1[CH:14]=[CH:13][C:8]([C:9]([O:11][CH3:12])=[O:10])=[CH:7][CH:6]=1)(=[O:4])=[O:3].[Cl:15][C:16]1[CH:22]=[C:21]([C:23]([F:26])([F:25])[F:24])[CH:20]=[CH:19][C:17]=1[NH2:18]. (4) Given the product [F:1][C:2]1[CH:3]=[CH:4][C:5]([CH:8]2[C:12]3([CH2:17][CH2:16][CH2:15][N:14]([C:35](=[O:36])[C@H:34]([NH:33][C:31](=[O:32])[C:30]([NH:29][C:27](=[O:28])[O:26][C:22]([CH3:24])([CH3:23])[CH3:25])([CH3:50])[CH3:49])[CH2:38][C:39]4[C:47]5[C:42](=[CH:43][CH:44]=[CH:45][CH:46]=5)[N:41]([CH3:48])[CH:40]=4)[CH2:13]3)[C:11](=[O:18])[N:10]([CH:19]([CH3:21])[CH3:20])[CH2:9]2)=[CH:6][CH:7]=1, predict the reactants needed to synthesize it. The reactants are: [F:1][C:2]1[CH:7]=[CH:6][C:5]([CH:8]2[C:12]3([CH2:17][CH2:16][CH2:15][NH:14][CH2:13]3)[C:11](=[O:18])[N:10]([CH:19]([CH3:21])[CH3:20])[CH2:9]2)=[CH:4][CH:3]=1.[C:22]([O:26][C:27]([NH:29][C:30]([CH3:50])([CH3:49])[C:31]([NH:33][C@H:34]([CH2:38][C:39]1[C:47]2[C:42](=[CH:43][CH:44]=[CH:45][CH:46]=2)[N:41]([CH3:48])[CH:40]=1)[C:35](O)=[O:36])=[O:32])=[O:28])([CH3:25])([CH3:24])[CH3:23].CCN(C(C)C)C(C)C.C(P1(=O)OP(CCC)(=O)OP(CCC)(=O)O1)CC. (5) Given the product [P:36]([O:38][C:39]([CH3:42])([CH3:41])[CH3:40])([O:43][C:44]([CH3:45])([CH3:47])[CH3:46])([O:48][CH2:49][N:20]1[C:13]2[CH:12]=[C:11]3[C:16]([CH2:17][N:8]([CH2:1][C:2]4[CH:3]=[CH:4][CH:5]=[CH:6][CH:7]=4)[C:9](=[O:29])[NH:10]3)=[CH:15][C:14]=2[C:18]([C:21]2[CH:22]=[C:23]([CH3:28])[N:24]=[C:25]([CH3:27])[CH:26]=2)=[N:19]1)=[O:37], predict the reactants needed to synthesize it. The reactants are: [CH2:1]([N:8]1[CH2:17][C:16]2[C:11](=[CH:12][C:13]3[NH:20][N:19]=[C:18]([C:21]4[CH:26]=[C:25]([CH3:27])[N:24]=[C:23]([CH3:28])[CH:22]=4)[C:14]=3[CH:15]=2)[NH:10][C:9]1=[O:29])[C:2]1[CH:7]=[CH:6][CH:5]=[CH:4][CH:3]=1.C([O-])([O-])=O.[Cs+].[Cs+].[P:36]([O:48][CH2:49]Cl)([O:43][C:44]([CH3:47])([CH3:46])[CH3:45])([O:38][C:39]([CH3:42])([CH3:41])[CH3:40])=[O:37].